The task is: Predict the reactants needed to synthesize the given product.. This data is from Full USPTO retrosynthesis dataset with 1.9M reactions from patents (1976-2016). (1) Given the product [ClH:12].[C:1]([Cl:12])(=[O:9])[C:2]1[CH:7]=[CH:6][CH:5]=[N:4][CH:3]=1, predict the reactants needed to synthesize it. The reactants are: [C:1]([OH:9])(=O)[C:2]1[CH:7]=[CH:6][CH:5]=[N:4][CH:3]=1.O=P(Cl)(Cl)[Cl:12]. (2) Given the product [CH3:16][O:17][C:18]1[C:19]([N:24]2[CH2:30][CH2:29][CH2:28][N:27]([CH2:2][C:3]3[N:4]=[C:5]([C:8]4[CH:13]=[CH:12][CH:11]=[CH:10][CH:9]=4)[S:6][CH:7]=3)[CH2:26][CH2:25]2)=[N:20][CH:21]=[CH:22][CH:23]=1, predict the reactants needed to synthesize it. The reactants are: Cl[CH2:2][C:3]1[N:4]=[C:5]([C:8]2[CH:13]=[CH:12][CH:11]=[CH:10][CH:9]=2)[S:6][CH:7]=1.Cl.Cl.[CH3:16][O:17][C:18]1[C:19]([N:24]2[CH2:30][CH2:29][CH2:28][NH:27][CH2:26][CH2:25]2)=[N:20][CH:21]=[CH:22][CH:23]=1.C(=O)([O-])[O-].[Cs+].[Cs+]. (3) Given the product [OH:23][C:18]([CH3:3])([CH2:19][CH2:20][CH:21]=[CH2:22])[CH2:17][C:10]([OH:12])=[O:11], predict the reactants needed to synthesize it. The reactants are: B(OC)(OC)O[CH3:3].BrC[C:10]([O:12]C(C)(C)C)=[O:11].[CH3:17][C:18](=[O:23])[CH2:19][CH2:20][CH:21]=[CH2:22]. (4) The reactants are: Br[C:2]1[C:3]([F:12])=[CH:4][C:5]([O:10][CH3:11])=[C:6]([CH:9]=1)[C:7]#[N:8].C([Sn](CCCC)(CCCC)[C:18]([O:20]CC)=[CH2:19])CCC.O1CCOCC1.C1C(=O)N([Br:44])C(=O)C1. Given the product [Br:44][CH2:20][C:18]([C:2]1[C:3]([F:12])=[CH:4][C:5]([O:10][CH3:11])=[C:6]([CH:9]=1)[C:7]#[N:8])=[O:19], predict the reactants needed to synthesize it.